This data is from Full USPTO retrosynthesis dataset with 1.9M reactions from patents (1976-2016). The task is: Predict the reactants needed to synthesize the given product. (1) The reactants are: COC1C=C(C=CC=1OC)C[NH:7][C:8]1[N:13]2[N:14]=[C:15]([C:17]3[O:18][CH:19]=[CH:20][CH:21]=3)[N:16]=[C:12]2[CH:11]=[C:10]([C:22]2[N:27]=[CH:26][C:25]([CH2:28][OH:29])=[CH:24][CH:23]=2)[N:9]=1.C1(OC)C=CC=CC=1.FC(F)(F)S(O)(=O)=O.O.N. Given the product [NH2:7][C:8]1[N:13]2[N:14]=[C:15]([C:17]3[O:18][CH:19]=[CH:20][CH:21]=3)[N:16]=[C:12]2[CH:11]=[C:10]([C:22]2[N:27]=[CH:26][C:25]([CH2:28][OH:29])=[CH:24][CH:23]=2)[N:9]=1, predict the reactants needed to synthesize it. (2) The reactants are: [N+:1]([C:4]1[CH:5]=[C:6]([CH:11]=[C:12]([C:14]([F:17])([F:16])[F:15])[CH:13]=1)[C:7]([O:9][CH3:10])=[O:8])([O-])=O.[H][H]. Given the product [NH2:1][C:4]1[CH:5]=[C:6]([CH:11]=[C:12]([C:14]([F:15])([F:16])[F:17])[CH:13]=1)[C:7]([O:9][CH3:10])=[O:8], predict the reactants needed to synthesize it. (3) Given the product [O:1]1[CH:5]=[CH:4][CH:3]=[C:2]1[C@@H:6]1[O:7][CH:11]=[N:10][C@H:12]1[C:13]([N:15]1[CH2:19][CH2:18][CH2:17][CH2:16]1)=[O:14].[N:15]1([CH:13]=[O:14])[CH2:19][CH2:18][CH2:17][CH2:16]1, predict the reactants needed to synthesize it. The reactants are: [O:1]1[CH:5]=[CH:4][CH:3]=[C:2]1[CH:6]=[O:7].[OH-].[K+].[N+:10]([CH2:12][C:13]([N:15]1[CH2:19][CH2:18][CH2:17][CH2:16]1)=[O:14])#[C-:11]. (4) Given the product [C:1]([O:4][CH2:5][C:6]1[C:11]([N:12]2[CH2:24][CH2:23][N:15]3[C:20]4[CH2:19][CH2:18][CH2:17][CH2:16][C:21]=4[CH:22]=[C:14]3[C:13]2=[O:25])=[CH:10][C:9]([F:26])=[CH:8][C:7]=1[C:42]1[CH:43]=[C:44]([NH:50][C:51]2[CH:55]=[C:54]([CH2:56][O:57][CH3:58])[N:53]([CH3:59])[N:52]=2)[C:45](=[O:49])[N:46]([CH3:48])[CH:47]=1)(=[O:3])[CH3:2], predict the reactants needed to synthesize it. The reactants are: [C:1]([O:4][CH2:5][C:6]1[C:11]([N:12]2[CH2:24][CH2:23][N:15]3[C:16]4[CH2:17][CH2:18][CH2:19][CH2:20][C:21]=4[CH:22]=[C:14]3[C:13]2=[O:25])=[CH:10][C:9]([F:26])=[CH:8][C:7]=1N1CCN2C3CCCCC=3C=C2C1=O)(=[O:3])[CH3:2].Br[C:42]1[CH:43]=[C:44]([NH:50][C:51]2[CH:55]=[C:54]([CH2:56][O:57][CH3:58])[N:53]([CH3:59])[N:52]=2)[C:45](=[O:49])[N:46]([CH3:48])[CH:47]=1.C([O-])([O-])=O.[Na+].[Na+].